Dataset: NCI-60 drug combinations with 297,098 pairs across 59 cell lines. Task: Regression. Given two drug SMILES strings and cell line genomic features, predict the synergy score measuring deviation from expected non-interaction effect. (1) Drug 1: C1=NNC2=C1C(=O)NC=N2. Drug 2: CN(C(=O)NC(C=O)C(C(C(CO)O)O)O)N=O. Cell line: NCI-H522. Synergy scores: CSS=4.69, Synergy_ZIP=-1.24, Synergy_Bliss=1.38, Synergy_Loewe=0.244, Synergy_HSA=0.455. (2) Drug 1: CC1CCC2CC(C(=CC=CC=CC(CC(C(=O)C(C(C(=CC(C(=O)CC(OC(=O)C3CCCCN3C(=O)C(=O)C1(O2)O)C(C)CC4CCC(C(C4)OC)OCCO)C)C)O)OC)C)C)C)OC. Drug 2: C1CN1C2=NC(=NC(=N2)N3CC3)N4CC4. Cell line: RPMI-8226. Synergy scores: CSS=48.0, Synergy_ZIP=-2.24, Synergy_Bliss=1.21, Synergy_Loewe=-2.93, Synergy_HSA=-2.14. (3) Drug 1: CC(C)NC(=O)C1=CC=C(C=C1)CNNC.Cl. Drug 2: C1C(C(OC1N2C=NC(=NC2=O)N)CO)O. Cell line: HL-60(TB). Synergy scores: CSS=38.4, Synergy_ZIP=-5.10, Synergy_Bliss=-0.171, Synergy_Loewe=-20.7, Synergy_HSA=5.60. (4) Drug 1: CN(C)N=NC1=C(NC=N1)C(=O)N. Drug 2: CCC1(CC2CC(C3=C(CCN(C2)C1)C4=CC=CC=C4N3)(C5=C(C=C6C(=C5)C78CCN9C7C(C=CC9)(C(C(C8N6C=O)(C(=O)OC)O)OC(=O)C)CC)OC)C(=O)OC)O.OS(=O)(=O)O. Cell line: DU-145. Synergy scores: CSS=5.01, Synergy_ZIP=-0.699, Synergy_Bliss=2.77, Synergy_Loewe=-2.42, Synergy_HSA=-0.374. (5) Drug 1: CN(C)C1=NC(=NC(=N1)N(C)C)N(C)C. Drug 2: C1CNP(=O)(OC1)N(CCCl)CCCl. Cell line: NCI-H522. Synergy scores: CSS=-4.61, Synergy_ZIP=1.45, Synergy_Bliss=-1.68, Synergy_Loewe=-4.92, Synergy_HSA=-5.07.